Dataset: Catalyst prediction with 721,799 reactions and 888 catalyst types from USPTO. Task: Predict which catalyst facilitates the given reaction. Reactant: [CH3:1][O:2][C:3](=[O:21])[C:4]1[CH:9]=[C:8]([OH:10])[C:7]([CH2:11]/[CH:12]=[CH:13]/[C:14]2[CH:19]=[CH:18][CH:17]=[CH:16][CH:15]=2)=[C:6]([OH:20])[CH:5]=1.CO. Product: [CH3:1][O:2][C:3]([C:4]1[CH:9]=[C:8]([OH:10])[C:7]2[CH2:11][CH:12]([CH2:13][C:14]3[CH:15]=[CH:16][CH:17]=[CH:18][CH:19]=3)[O:20][C:6]=2[CH:5]=1)=[O:21]. The catalyst class is: 33.